This data is from Reaction yield outcomes from USPTO patents with 853,638 reactions. The task is: Predict the reaction yield, written as a fraction of the theoretical maximum amount of product (1.0 means a 100% yield; for example, 0.34 means a 34% yield). The reactants are [Cl:1][C:2]1[CH:3]=[C:4]([C@@H:12]([CH2:25][CH:26]2[CH2:30][CH2:29][CH2:28][CH2:27]2)[C:13]([NH:15][C:16]2[CH:20]=[CH:19][N:18]([CH2:21][C:22](O)=[O:23])[N:17]=2)=[O:14])[CH:5]=[CH:6][C:7]=1[S:8]([CH3:11])(=[O:10])=[O:9].C(Cl)(=O)C(Cl)=O.[N:37]1[C:42](C)=CC=C[C:38]=1C.Cl.CNC. The catalyst is C(Cl)Cl. The product is [Cl:1][C:2]1[CH:3]=[C:4]([C@@H:12]([CH2:25][CH:26]2[CH2:27][CH2:28][CH2:29][CH2:30]2)[C:13]([NH:15][C:16]2[CH:20]=[CH:19][N:18]([CH2:21][C:22](=[O:23])[N:37]([CH3:42])[CH3:38])[N:17]=2)=[O:14])[CH:5]=[CH:6][C:7]=1[S:8]([CH3:11])(=[O:9])=[O:10]. The yield is 0.600.